From a dataset of Reaction yield outcomes from USPTO patents with 853,638 reactions. Predict the reaction yield, written as a fraction of the theoretical maximum amount of product (1.0 means a 100% yield; for example, 0.34 means a 34% yield). The reactants are [OH:1][NH:2][C:3]([C:5]1[CH:10]=[CH:9][C:8]([NH:11][C:12](=[O:29])[CH2:13][CH2:14][CH2:15][C:16]([NH:18][C:19]2[CH:24]=[CH:23][C:22]([C:25](=[NH:28])[NH:26][OH:27])=[CH:21][CH:20]=2)=[O:17])=[CH:7][CH:6]=1)=[NH:4].C(N([CH2:35][CH3:36])CC)C.C([O:44][C:45](=O)[CH2:46][CH2:47][CH2:48][CH2:49][CH3:50])(=O)CCCCC. The product is [CH2:46]([C:45]([O:27][NH:26][C:25]([C:22]1[CH:21]=[CH:20][C:19]([NH:18][C:16](=[O:17])[CH2:15][CH2:14][CH2:13][C:12]([NH:11][C:8]2[CH:7]=[CH:6][C:5]([C:3](=[NH:4])[NH:2][O:1][C:16]([CH2:15][CH2:14][CH2:13][CH2:35][CH3:36])=[O:17])=[CH:10][CH:9]=2)=[O:29])=[CH:24][CH:23]=1)=[NH:28])=[O:44])[CH2:47][CH2:48][CH2:49][CH3:50]. The yield is 0.640. The catalyst is CS(C)=O.